This data is from Reaction yield outcomes from USPTO patents with 853,638 reactions. The task is: Predict the reaction yield, written as a fraction of the theoretical maximum amount of product (1.0 means a 100% yield; for example, 0.34 means a 34% yield). (1) The reactants are [Br:1][C:2]1[CH:7]=[CH:6][C:5]([C@@H:8]([NH2:10])[CH3:9])=[CH:4][CH:3]=1.C([O-])([O-])=O.[K+].[K+].Cl[CH2:18][CH2:19][C:20]([C:22]1[CH:27]=[CH:26][CH:25]=[CH:24][CH:23]=1)=[O:21]. The catalyst is C(#N)C. The product is [Br:1][C:2]1[CH:7]=[CH:6][C:5]([C@@H:8]([NH:10][CH2:18][CH2:19][C:20]([C:22]2[CH:27]=[CH:26][CH:25]=[CH:24][CH:23]=2)=[O:21])[CH3:9])=[CH:4][CH:3]=1. The yield is 0.662. (2) The reactants are Br[C:2]1[CH:3]=[C:4]([C:9]2[N:14]=[C:13]([C:15]3[CH:20]=[CH:19][CH:18]=[CH:17][CH:16]=3)[N:12]=[C:11]([C:21]3[CH:26]=[CH:25][CH:24]=[CH:23][CH:22]=3)[N:10]=2)[CH:5]=[C:6]([Cl:8])[CH:7]=1.[CH:27]1[C:40]2[CH:39]=[C:38](B(O)O)[C:37]3[C:32](=[CH:33][CH:34]=[CH:35][CH:36]=3)[C:31]=2[CH:30]=[CH:29][CH:28]=1.[OH-].[Na+].O1CCCC1. The catalyst is [Pd].C1(P(C2C=CC=CC=2)C2C=CC=CC=2)C=CC=CC=1.C1(P(C2C=CC=CC=2)C2C=CC=CC=2)C=CC=CC=1.C1(P(C2C=CC=CC=2)C2C=CC=CC=2)C=CC=CC=1.C1(P(C2C=CC=CC=2)C2C=CC=CC=2)C=CC=CC=1.O. The product is [Cl:8][C:6]1[CH:5]=[C:4]([C:9]2[N:14]=[C:13]([C:15]3[CH:20]=[CH:19][CH:18]=[CH:17][CH:16]=3)[N:12]=[C:11]([C:21]3[CH:26]=[CH:25][CH:24]=[CH:23][CH:22]=3)[N:10]=2)[CH:3]=[C:2]([C:39]2[C:40]3[C:31]([C:32]4[CH:33]=[CH:34][CH:35]=[CH:36][C:37]=4[CH:38]=2)=[CH:30][CH:29]=[CH:28][CH:27]=3)[CH:7]=1. The yield is 0.920. (3) The reactants are [S:1]1[C:5]([C:6]([O-:8])=O)=[CH:4][CH:3]=[C:2]1[C:9]([O:11][CH3:12])=[O:10].S(Cl)(Cl)=O.[C:17]1([CH3:26])[CH:22]=[CH:21][C:20]([C@@H:23]([NH2:25])[CH3:24])=[CH:19][CH:18]=1.C(N(CC)CC)C. The yield is 0.710. The product is [CH3:12][O:11][C:9]([C:2]1[S:1][C:5]([C:6](=[O:8])[NH:25][C@H:23]([C:20]2[CH:21]=[CH:22][C:17]([CH3:26])=[CH:18][CH:19]=2)[CH3:24])=[CH:4][CH:3]=1)=[O:10]. The catalyst is C(Cl)Cl.CN(C=O)C. (4) The reactants are Cl[C:2]1[CH:3]=[CH:4][C:5]2[O:14][CH2:13][CH2:12][C:11]3[CH:10]=[C:9]([C:15]4[N:16]([C:20]5[CH:25]=[CH:24][C:23]([F:26])=[CH:22][C:21]=5[F:27])[N:17]=[CH:18][N:19]=4)[S:8][C:7]=3[C:6]=2[N:28]=1.CC1(C)C(C)(C)OB([C:37]2[CH:38]=[CH:39][C:40]([NH:43][C:44](=[O:46])[CH3:45])=[N:41][CH:42]=2)O1.C([O-])([O-])=O.[Cs+].[Cs+]. The catalyst is C1C=CC(P(C2C=CC=CC=2)[C-]2C=CC=C2)=CC=1.C1C=CC(P(C2C=CC=CC=2)[C-]2C=CC=C2)=CC=1.Cl[Pd]Cl.[Fe+2].CC#N.O. The product is [F:27][C:21]1[CH:22]=[C:23]([F:26])[CH:24]=[CH:25][C:20]=1[N:16]1[C:15]([C:9]2[S:8][C:7]3[C:6]4[N:28]=[C:2]([C:37]5[CH:38]=[CH:39][C:40]([NH:43][C:44](=[O:46])[CH3:45])=[N:41][CH:42]=5)[CH:3]=[CH:4][C:5]=4[O:14][CH2:13][CH2:12][C:11]=3[CH:10]=2)=[N:19][CH:18]=[N:17]1. The yield is 0.150. (5) The reactants are [CH3:1][CH2:2][O:3][C:4]1[CH:5]=[CH:6][C:7]([NH2:10])=[CH:8][CH:9]=1.Cl[C:12]1[N:17]2[N:18]=[CH:19][CH:20]=[C:16]2[N:15]=[C:14]([S:21][CH3:22])[N:13]=1.O. The catalyst is O1CCOCC1. The product is [CH2:2]([O:3][C:4]1[CH:9]=[CH:8][C:7]([NH:10][C:12]2[N:17]3[N:18]=[CH:19][CH:20]=[C:16]3[N:15]=[C:14]([S:21][CH3:22])[N:13]=2)=[CH:6][CH:5]=1)[CH3:1]. The yield is 0.800. (6) The reactants are C[O:2][C:3](=[O:41])[C:4]1[CH:9]=[CH:8][CH:7]=[CH:6][C:5]=1[NH:10][C:11]([N:13]1[CH2:17][C@@H:16]([CH2:18][C:19]([CH3:22])([CH3:21])[CH3:20])[C@@:15]([C:25]2[CH:30]=[CH:29][C:28]([Cl:31])=[CH:27][C:26]=2[F:32])([C:23]#[N:24])[C@H:14]1[C:33]1[CH:38]=[CH:37][CH:36]=[C:35]([Cl:39])[C:34]=1[F:40])=[O:12].[Li+].[OH-]. The catalyst is C1COCC1.O. The product is [Cl:39][C:35]1[C:34]([F:40])=[C:33]([C@@H:14]2[C@:15]([C:25]3[CH:30]=[CH:29][C:28]([Cl:31])=[CH:27][C:26]=3[F:32])([C:23]#[N:24])[C@H:16]([CH2:18][C:19]([CH3:22])([CH3:21])[CH3:20])[CH2:17][N:13]2[C:11]([NH:10][C:5]2[CH:6]=[CH:7][CH:8]=[CH:9][C:4]=2[C:3]([OH:41])=[O:2])=[O:12])[CH:38]=[CH:37][CH:36]=1. The yield is 0.950. (7) The reactants are [Br:1][C:2]1[CH:7]=[CH:6][C:5]([OH:8])=[C:4]([C:9]([F:12])([F:11])[F:10])[CH:3]=1.O[CH2:14][CH2:15][CH:16]1[CH2:19][N:18]([C:20]([O:22][C:23]([CH3:26])([CH3:25])[CH3:24])=[O:21])[CH2:17]1.C1(P(C2C=CC=CC=2)C2C=CC=CC=2)C=CC=CC=1.CC(OC(/N=N/C(OC(C)C)=O)=O)C. The catalyst is C(Cl)Cl. The product is [Br:1][C:2]1[CH:7]=[CH:6][C:5]([O:8][CH2:14][CH2:15][CH:16]2[CH2:19][N:18]([C:20]([O:22][C:23]([CH3:24])([CH3:26])[CH3:25])=[O:21])[CH2:17]2)=[C:4]([C:9]([F:10])([F:11])[F:12])[CH:3]=1. The yield is 0.526.